This data is from Full USPTO retrosynthesis dataset with 1.9M reactions from patents (1976-2016). The task is: Predict the reactants needed to synthesize the given product. (1) Given the product [CH2:10]([N:12]([CH:25]1[CH2:30][CH2:29][CH2:28][C:27]([C:7]2[N:3]([CH2:1][CH3:2])[CH:4]=[N:5][C:6]=2[I:9])([OH:31])[CH2:26]1)[C:13]1[CH:20]=[CH:19][C:16]([C:17]#[N:18])=[C:15]([C:21]([F:22])([F:23])[F:24])[CH:14]=1)[CH3:11], predict the reactants needed to synthesize it. The reactants are: [CH2:1]([N:3]1[C:7](I)=[C:6]([I:9])[N:5]=[CH:4]1)[CH3:2].[CH2:10]([N:12]([CH:25]1[CH2:30][CH2:29][CH2:28][C:27](=[O:31])[CH2:26]1)[C:13]1[CH:20]=[CH:19][C:16]([C:17]#[N:18])=[C:15]([C:21]([F:24])([F:23])[F:22])[CH:14]=1)[CH3:11].C([Mg]Br)C. (2) Given the product [O:49]1[C:45]2([CH2:50][CH2:51][N:42]([CH2:40][CH2:39][O:10][C:8]3[CH:9]=[CH:4][C:5]([CH2:12][CH2:13][CH2:14][NH:3][C:4]4[CH:9]=[C:8]([O:10][CH3:11])[CH:7]=[CH:6][C:5]=4[CH:12]4[CH2:21][CH2:20][C:19]5[CH:18]=[C:17]([OH:22])[CH:16]=[CH:15][C:14]=5[CH2:13]4)=[CH:6][CH:7]=3)[CH2:43][CH2:44]2)[O:46][CH2:47][CH2:48]1, predict the reactants needed to synthesize it. The reactants are: C([N:3](C(=O)C1C=CC(O)=CC=1)[C:4]1[CH:9]=[C:8]([O:10][CH3:11])[CH:7]=[CH:6][C:5]=1[CH:12]1[CH2:21][CH2:20][C:19]2[CH:18]=[C:17]([O:22]C(=O)C(C)(C)C)[CH:16]=[CH:15][C:14]=2[CH2:13]1)C.Cl[CH2:39][C:40]([N:42]1[CH2:51][CH2:50][C:45]2([O:49][CH2:48][CH2:47][O:46]2)[CH2:44][CH2:43]1)=O. (3) Given the product [Cl:1][C:2]1[C:3]([O:12][C:13]2[CH:18]=[C:17]([O:19][CH2:20][CH2:21][O:22][CH3:23])[CH:16]=[CH:15][C:14]=2/[CH:24]=[C:25](\[CH3:29])/[C:26]([NH:47][S:44]([C:43]([F:49])([F:48])[F:42])(=[O:46])=[O:45])=[O:28])=[N:4][CH:5]=[C:6]([C:8]([F:9])([F:11])[F:10])[CH:7]=1, predict the reactants needed to synthesize it. The reactants are: [Cl:1][C:2]1[C:3]([O:12][C:13]2[CH:18]=[C:17]([O:19][CH2:20][CH2:21][O:22][CH3:23])[CH:16]=[CH:15][C:14]=2/[CH:24]=[C:25](\[CH3:29])/[C:26]([OH:28])=O)=[N:4][CH:5]=[C:6]([C:8]([F:11])([F:10])[F:9])[CH:7]=1.Cl.C(N=C=NCCCN(C)C)C.[F:42][C:43]([F:49])([F:48])[S:44]([NH2:47])(=[O:46])=[O:45].Cl. (4) Given the product [OH:26][CH2:25][C:24]1[C:23]([N:27]2[CH2:39][CH2:38][C:37]3[N:36]4[C:31]([CH2:32][CH2:33][CH2:34][CH2:35]4)=[CH:30][C:29]=3[C:28]2=[O:40])=[N:22][CH:21]=[CH:20][C:19]=1[C:13]1[CH:12]=[C:11]([NH:10][C:6]2[CH:5]=[C:4]([CH2:3][O:2][CH3:1])[N:8]([CH3:9])[N:7]=2)[C:16](=[O:17])[N:15]([CH3:18])[CH:14]=1, predict the reactants needed to synthesize it. The reactants are: [CH3:1][O:2][CH2:3][C:4]1[N:8]([CH3:9])[N:7]=[C:6]([NH:10][C:11]2[C:16](=[O:17])[N:15]([CH3:18])[CH:14]=[C:13]([C:19]3[C:24]([CH:25]=[O:26])=[C:23]([N:27]4[CH2:39][CH2:38][C:37]5[N:36]6[C:31]([CH2:32][CH2:33][CH2:34][CH2:35]6)=[CH:30][C:29]=5[C:28]4=[O:40])[N:22]=[CH:21][CH:20]=3)[CH:12]=2)[CH:5]=1.[BH4-].[Na+]. (5) Given the product [C:11]([C:13]1([C:32]([O:34][CH2:35][CH3:36])=[O:33])[CH2:14][CH2:15][N:16]([CH:19]2[CH2:25][CH2:24][CH2:23][N:22]([C:26]([O:28][CH2:29][CH3:30])=[O:27])[CH2:21][CH2:20]2)[CH2:17][CH2:18]1)#[N:12], predict the reactants needed to synthesize it. The reactants are: C[Si]([N-][Si](C)(C)C)(C)C.[Li+].[C:11]([CH:13]1[CH2:18][CH2:17][N:16]([CH:19]2[CH2:25][CH2:24][CH2:23][N:22]([C:26]([O:28][CH2:29][CH3:30])=[O:27])[CH2:21][CH2:20]2)[CH2:15][CH2:14]1)#[N:12].Cl[C:32]([O:34][CH2:35][CH3:36])=[O:33]. (6) Given the product [Cl:5][C@H:6]1[C@H:10]([CH2:11][CH2:12][CH2:13][C:14]2[S:18][C:17]([C:19]([O:21][CH:2]([CH3:4])[CH3:3])=[O:20])=[CH:16][CH:15]=2)[C@@H:9]([C:22]#[C:23][C:24]2[CH:25]=[CH:26][CH:27]=[CH:28][CH:29]=2)[C@H:8]([OH:30])[CH2:7]1, predict the reactants needed to synthesize it. The reactants are: I[CH:2]([CH3:4])[CH3:3].[Cl:5][C@H:6]1[C@H:10]([CH2:11][CH2:12][CH2:13][C:14]2[S:18][C:17]([C:19]([OH:21])=[O:20])=[CH:16][CH:15]=2)[C@@H:9]([C:22]#[C:23][C:24]2[CH:29]=[CH:28][CH:27]=[CH:26][CH:25]=2)[C@H:8]([OH:30])[CH2:7]1.C1CCN2C(=NCCC2)CC1.